This data is from Reaction yield outcomes from USPTO patents with 853,638 reactions. The task is: Predict the reaction yield, written as a fraction of the theoretical maximum amount of product (1.0 means a 100% yield; for example, 0.34 means a 34% yield). (1) The reactants are [Mg].[C:2]([C:6]1[CH:7]=[C:8](Br)[CH:9]=[CH:10][CH:11]=1)([CH3:5])([CH3:4])[CH3:3].II.[B:15](OC)([O:18]C)[O:16]C. The catalyst is C1COCC1. The product is [C:2]([C:6]1[CH:7]=[C:8]([B:15]([OH:18])[OH:16])[CH:9]=[CH:10][CH:11]=1)([CH3:5])([CH3:4])[CH3:3]. The yield is 0.460. (2) The reactants are [CH3:1][O:2][C:3](=[O:16])[C:4]1[CH:9]=[C:8]([N+:10]([O-:12])=[O:11])[C:7]([NH2:13])=[C:6]([F:14])[C:5]=1F.[F:17][C:18]1[CH:23]=[CH:22][CH:21]=[CH:20][C:19]=1[NH2:24]. The catalyst is C(Cl)Cl. The product is [CH3:1][O:2][C:3](=[O:16])[C:4]1[CH:9]=[C:8]([N+:10]([O-:12])=[O:11])[C:7]([NH2:13])=[C:6]([F:14])[C:5]=1[NH:24][C:19]1[CH:20]=[CH:21][CH:22]=[CH:23][C:18]=1[F:17]. The yield is 0.520. (3) The reactants are [C:1]12([CH2:11][CH2:12][O:13][CH2:14][CH2:15][O:16][CH2:17][CH2:18][OH:19])[CH2:10][CH:5]3[CH2:6][CH:7]([CH2:9][CH:3]([CH2:4]3)[CH2:2]1)[CH2:8]2.[CH3:20][S:21](Cl)(=[O:23])=[O:22].CCN(CC)CC.CCOC(C)=O. The catalyst is Cl. The product is [CH3:20][S:21]([O:19][CH2:18][CH2:17][O:16][CH2:15][CH2:14][O:13][CH2:12][CH2:11][C:1]12[CH2:10][CH:5]3[CH2:4][CH:3]([CH2:9][CH:7]([CH2:6]3)[CH2:8]1)[CH2:2]2)(=[O:23])=[O:22]. The yield is 0.750.